Dataset: Peptide-MHC class II binding affinity with 134,281 pairs from IEDB. Task: Regression. Given a peptide amino acid sequence and an MHC pseudo amino acid sequence, predict their binding affinity value. This is MHC class II binding data. (1) The peptide sequence is AAASWDALAAELASA. The MHC is HLA-DQA10102-DQB10502 with pseudo-sequence HLA-DQA10102-DQB10502. The binding affinity (normalized) is 0.414. (2) The binding affinity (normalized) is 0.344. The MHC is DRB1_1201 with pseudo-sequence DRB1_1201. The peptide sequence is KISGEWYSIFLASDVK. (3) The peptide sequence is TEGRCLHYTVDKSKPKVY. The MHC is DRB3_0101 with pseudo-sequence DRB3_0101. The binding affinity (normalized) is 0.307.